This data is from Full USPTO retrosynthesis dataset with 1.9M reactions from patents (1976-2016). The task is: Predict the reactants needed to synthesize the given product. (1) Given the product [C:38]([O:42][C:43]([NH:44][NH:7][S:1]([CH2:34][C:32]1[O:33][C:29]2[CH:28]=[C:27]([C:22]3[C:21]4[C:25](=[CH:26][C:18]([F:17])=[CH:19][CH:20]=4)[NH:24][CH:23]=3)[CH:37]=[CH:36][C:30]=2[N:31]=1)(=[O:2])=[O:3])=[O:49])([CH3:41])([CH3:40])[CH3:39], predict the reactants needed to synthesize it. The reactants are: [S:1]([N:7]=C=O)(N=C=O)(=[O:3])=[O:2].[Cl-].C(O)(C)(C)C.Cl.[F:17][C:18]1[CH:26]=[C:25]2[C:21]([C:22]([C:27]3[CH:37]=[CH:36][C:30]4[N:31]=[C:32]([CH2:34]N)[O:33][C:29]=4[CH:28]=3)=[CH:23][NH:24]2)=[CH:20][CH:19]=1.[C:38]([O:42][C:43](=[O:49])[NH:44]S(Cl)(=O)=O)([CH3:41])([CH3:40])[CH3:39].C(N(CC)CC)C. (2) Given the product [CH:1]1([C:4]([NH:64][C:60]2[CH:61]=[CH:62][CH:63]=[C:58]([C:27]3[C:28]4[C:33](=[CH:32][CH:31]=[C:30]([C:34]5[N:38]=[CH:37][N:36]([C:39]([C:40]6[CH:41]=[CH:42][CH:43]=[CH:44][CH:45]=6)([C:46]6[CH:51]=[CH:50][CH:49]=[CH:48][CH:47]=6)[C:52]6[CH:57]=[CH:56][CH:55]=[CH:54][CH:53]=6)[N:35]=5)[CH:29]=4)[N:25]([CH:20]4[CH2:21][CH2:22][CH2:23][CH2:24][O:19]4)[N:26]=3)[CH:59]=2)=[O:6])[CH2:3][CH2:2]1, predict the reactants needed to synthesize it. The reactants are: [CH:1]1([C:4]([OH:6])=O)[CH2:3][CH2:2]1.Cl.CN(C)CCCN=C=NCC.[O:19]1[CH2:24][CH2:23][CH2:22][CH2:21][CH:20]1[N:25]1[C:33]2[C:28](=[CH:29][C:30]([C:34]3[N:38]=[CH:37][N:36]([C:39]([C:52]4[CH:57]=[CH:56][CH:55]=[CH:54][CH:53]=4)([C:46]4[CH:51]=[CH:50][CH:49]=[CH:48][CH:47]=4)[C:40]4[CH:45]=[CH:44][CH:43]=[CH:42][CH:41]=4)[N:35]=3)=[CH:31][CH:32]=2)[C:27]([C:58]2[CH:59]=[C:60]([NH2:64])[CH:61]=[CH:62][CH:63]=2)=[N:26]1. (3) Given the product [Cl:1][C:2]1[CH:11]=[CH:10][C:5]([C:6]([N:8]([C:15](=[O:16])[CH2:14][O:13][CH3:12])[NH2:9])=[O:7])=[CH:4][N:3]=1, predict the reactants needed to synthesize it. The reactants are: [Cl:1][C:2]1[CH:11]=[CH:10][C:5]([C:6]([NH:8][NH2:9])=[O:7])=[CH:4][N:3]=1.[CH3:12][O:13][CH2:14][C:15](Cl)=[O:16]. (4) Given the product [O:20]=[C:16]1[NH:17][CH:18]=[N:19][C:14]([CH2:13][C:12]2[N:8]([C:3]3[N:4]=[CH:5][CH:6]=[CH:7][C:2]=3[C:24]#[N:25])[N:9]=[CH:10][CH:11]=2)=[C:15]1[CH2:21][CH2:22][CH3:23], predict the reactants needed to synthesize it. The reactants are: Br[C:2]1[C:3]([N:8]2[C:12]([CH2:13][C:14]3[N:19]=[CH:18][NH:17][C:16](=[O:20])[C:15]=3[CH2:21][CH2:22][CH3:23])=[CH:11][CH:10]=[N:9]2)=[N:4][CH:5]=[CH:6][CH:7]=1.[CH3:24][N:25](C=O)C. (5) Given the product [NH:9]1[CH2:10][CH2:14][NH:13][CH2:17][CH2:18]1.[NH:36]1[CH2:41][CH2:40][NH:39][CH2:38][CH2:37]1.[OH:48][C:49]1[C:54]([NH:55]/[N:56]=[C:57]2/[C:58]([CH3:72])=[N:59][N:60]([C:63]3[CH:64]=[C:65]4[C:69](=[CH:70][CH:71]=3)[CH2:68][CH2:67][CH2:66]4)[C:61]/2=[O:62])=[CH:53][CH:52]=[CH:51][C:50]=1[C:73]1[CH:78]=[CH:77][CH:76]=[C:75]([C:79]([OH:81])=[O:80])[CH:74]=1.[NH:42]1[CH2:47][CH2:46][NH:45][CH2:44][CH2:43]1.[NH:9]1[CH2:10][CH2:14][NH:13][CH2:17][CH2:18]1.[OH:1][C:2]1[C:7]([NH:8]/[N:9]=[C:10]2\[C:11]([CH3:26])=[N:12][N:13]([C:17]3[CH:18]=[C:19]4[C:23](=[CH:24][CH:25]=3)[CH2:22][CH2:21][CH2:20]4)[C:14]\2=[C:15]=[O:16])=[CH:6][CH:5]=[CH:4][C:3]=1[C:27]1[CH:32]=[CH:31][CH:30]=[C:29]([C:33]([OH:35])=[O:34])[CH:28]=1, predict the reactants needed to synthesize it. The reactants are: [OH:1][C:2]1[C:7]([NH:8]/[N:9]=[C:10]2\[C:11]([CH3:26])=[N:12][N:13]([C:17]3[CH:18]=[C:19]4[C:23](=[CH:24][CH:25]=3)[CH2:22][CH2:21][CH2:20]4)[C:14]\2=[C:15]=[O:16])=[CH:6][CH:5]=[CH:4][C:3]=1[C:27]1[CH:32]=[CH:31][CH:30]=[C:29]([C:33]([OH:35])=[O:34])[CH:28]=1.[NH:36]1[CH2:41][CH2:40][NH:39][CH2:38][CH2:37]1.[NH:42]1[CH2:47][CH2:46][NH:45][CH2:44][CH2:43]1.[OH:48][C:49]1[C:54]([NH:55]/[N:56]=[C:57]2/[C:58]([CH3:72])=[N:59][N:60]([C:63]3[CH:64]=[C:65]4[C:69](=[CH:70][CH:71]=3)[CH2:68][CH2:67][CH2:66]4)[C:61]/2=[O:62])=[CH:53][CH:52]=[CH:51][C:50]=1[C:73]1[CH:78]=[CH:77][CH:76]=[C:75]([C:79]([OH:81])=[O:80])[CH:74]=1. (6) Given the product [C:1]([O:5][C:6]([N:8]1[CH2:13][CH2:12][C:11]([C:19]#[N:20])([CH2:14][CH2:15][OH:18])[CH2:10][CH2:9]1)=[O:7])([CH3:4])([CH3:2])[CH3:3], predict the reactants needed to synthesize it. The reactants are: [C:1]([O:5][C:6]([N:8]1[CH2:13][CH2:12][C:11]([C:19]#[N:20])([CH2:14][CH:15]([OH:18])CO)[CH2:10][CH2:9]1)=[O:7])([CH3:4])([CH3:3])[CH3:2].I([O-])(=O)(=O)=O.[Na+].O.